This data is from Reaction yield outcomes from USPTO patents with 853,638 reactions. The task is: Predict the reaction yield, written as a fraction of the theoretical maximum amount of product (1.0 means a 100% yield; for example, 0.34 means a 34% yield). The reactants are [Cl-].O[NH3+:3].[C:4](=[O:7])([O-])[OH:5].[Na+].CS(C)=O.[CH2:13]([C:17]1[N:18]=[C:19]([CH2:48][CH2:49][O:50][CH3:51])[N:20]([C:39]2[CH:40]=[CH:41][C:42]3[O:46][CH2:45][CH2:44][C:43]=3[CH:47]=2)[C:21](=[O:38])[C:22]=1[CH2:23][C:24]1[CH:29]=[CH:28][C:27]([C:30]2[C:31]([C:36]#[N:37])=[CH:32][CH:33]=[CH:34][CH:35]=2)=[CH:26][CH:25]=1)[CH2:14][CH2:15][CH3:16]. The catalyst is C(OCC)(=O)C. The product is [CH2:13]([C:17]1[N:18]=[C:19]([CH2:48][CH2:49][O:50][CH3:51])[N:20]([C:39]2[CH:40]=[CH:41][C:42]3[O:46][CH2:45][CH2:44][C:43]=3[CH:47]=2)[C:21](=[O:38])[C:22]=1[CH2:23][C:24]1[CH:25]=[CH:26][C:27]([C:30]2[CH:35]=[CH:34][CH:33]=[CH:32][C:31]=2[C:36]2[NH:3][C:4](=[O:7])[O:5][N:37]=2)=[CH:28][CH:29]=1)[CH2:14][CH2:15][CH3:16]. The yield is 0.550.